This data is from Forward reaction prediction with 1.9M reactions from USPTO patents (1976-2016). The task is: Predict the product of the given reaction. Given the reactants Cl.[I:2][C:3]1[CH:4]=[C:5]([CH:11]=[CH:12][CH:13]=1)[CH2:6][NH:7][C:8]([NH2:10])=[NH:9].N#CN.[C:17]([O-:20])([OH:19])=[O:18].[Na+], predict the reaction product. The product is: [C:17](=[O:18])([OH:20])[OH:19].[I:2][C:3]1[CH:4]=[C:5]([CH:11]=[CH:12][CH:13]=1)[CH2:6][NH:7][C:8]([NH2:10])=[NH:9].